This data is from Catalyst prediction with 721,799 reactions and 888 catalyst types from USPTO. The task is: Predict which catalyst facilitates the given reaction. Reactant: Cl[C:2]1[N:7]=[C:6]([C:8]2[C:16]3[C:11](=[CH:12][CH:13]=[CH:14][CH:15]=3)[N:10]([S:17]([C:20]3[CH:25]=[CH:24][CH:23]=[CH:22][CH:21]=3)(=[O:19])=[O:18])[CH:9]=2)[C:5]([Cl:26])=[CH:4][N:3]=1.[NH2:27][C@@H:28]1[CH2:33][CH2:32][CH2:31][C@H:30]([C:34]([O:36][CH3:37])=[O:35])[CH2:29]1.Cl.CCN(C(C)C)C(C)C. Product: [Cl:26][C:5]1[C:6]([C:8]2[C:16]3[C:11](=[CH:12][CH:13]=[CH:14][CH:15]=3)[N:10]([S:17]([C:20]3[CH:25]=[CH:24][CH:23]=[CH:22][CH:21]=3)(=[O:19])=[O:18])[CH:9]=2)=[N:7][C:2]([NH:27][C@@H:28]2[CH2:33][CH2:32][CH2:31][C@H:30]([C:34]([O:36][CH3:37])=[O:35])[CH2:29]2)=[N:3][CH:4]=1. The catalyst class is: 296.